This data is from Full USPTO retrosynthesis dataset with 1.9M reactions from patents (1976-2016). The task is: Predict the reactants needed to synthesize the given product. (1) Given the product [Cl:29][C:24]1[C:25]([C:27]#[N:28])=[CH:26][C:21]([C:20]([NH:12][C:11]2[CH:13]=[CH:14][C:8]([O:7][C:6]([F:15])([F:16])[F:5])=[CH:9][CH:10]=2)=[O:19])=[CH:22][N:23]=1, predict the reactants needed to synthesize it. The reactants are: C[Al](C)C.[F:5][C:6]([F:16])([F:15])[O:7][C:8]1[CH:14]=[CH:13][C:11]([NH2:12])=[CH:10][CH:9]=1.C([O:19][C:20](=O)[C:21]1[CH:26]=[C:25]([C:27]#[N:28])[C:24]([Cl:29])=[N:23][CH:22]=1)C.[NH4+].[Cl-]. (2) Given the product [ClH:1].[F:20][C:21]1[CH:22]=[C:23]([CH:25]=[CH:26][CH:27]=1)[NH:24][C:2]1[C:11]2[C:6](=[CH:7][CH:8]=[CH:9][C:10]=2[O:12][CH:13]2[CH2:18][CH2:17][N:16]([CH3:19])[CH2:15][CH2:14]2)[N:5]=[CH:4][N:3]=1, predict the reactants needed to synthesize it. The reactants are: [Cl:1][C:2]1[C:11]2[C:6](=[CH:7][CH:8]=[CH:9][C:10]=2[O:12][CH:13]2[CH2:18][CH2:17][N:16]([CH3:19])[CH2:15][CH2:14]2)[N:5]=[CH:4][N:3]=1.[F:20][C:21]1[CH:22]=[C:23]([CH:25]=[CH:26][CH:27]=1)[NH2:24]. (3) Given the product [CH2:1]([NH:8][C:9]([C:11]1[C:12](=[O:33])[N:13]([OH:25])[C:14]2[C:19]([C:20]=1[OH:21])=[CH:18][C:42]([C:43]([NH:8][CH2:1][C:2]1[CH:7]=[CH:6][CH:5]=[CH:4][CH:3]=1)=[O:45])=[CH:16][N:15]=2)=[O:10])[C:2]1[CH:7]=[CH:6][CH:5]=[CH:4][CH:3]=1, predict the reactants needed to synthesize it. The reactants are: [CH2:1]([N:8](CC1C=CC=CC=1)[C:9]([C:11]1[C:12](=[O:33])[N:13]([O:25]CC2C=CC=CC=2)[C:14]2[C:19]([C:20]=1[OH:21])=[CH:18]C(C(N)=O)=[CH:16][N:15]=2)=[O:10])[C:2]1[CH:7]=[CH:6][CH:5]=[CH:4][CH:3]=1.Br.[CH3:42][C:43]([OH:45])=O. (4) Given the product [CH3:1][O:2][C:3]1[CH:12]=[C:11]2[C:6]([CH2:7][CH2:8][C@@H:9]([N:13]([CH2:14][CH2:15][CH3:16])[CH:17]3[CH2:18][CH2:19][N:20]([C:36]([CH:33]4[CH2:34][CH2:35][NH:30][CH2:31][CH2:32]4)=[O:37])[CH2:21][CH2:22]3)[CH2:10]2)=[CH:5][CH:4]=1, predict the reactants needed to synthesize it. The reactants are: [CH3:1][O:2][C:3]1[CH:12]=[C:11]2[C:6]([CH2:7][CH2:8][C@@H:9]([N:13]([CH:17]3[CH2:22][CH2:21][NH:20][CH2:19][CH2:18]3)[CH2:14][CH2:15][CH3:16])[CH2:10]2)=[CH:5][CH:4]=1.C(OC([N:30]1[CH2:35][CH2:34][CH:33]([C:36](O)=[O:37])[CH2:32][CH2:31]1)=O)(C)(C)C.CCN=C=NCCCN(C)C.C1C=CC2N(O)N=NC=2C=1.C(N(CC)CC)C. (5) Given the product [CH2:13]([C:12]([C:17]1[S:21][C:20]2[CH:22]=[CH:23][C:24]([C:26]([NH:28][CH2:29][C:30]([OH:32])=[O:31])=[O:27])=[CH:25][C:19]=2[CH:18]=1)([C:9]1[CH:10]=[CH:11][C:6]([O:5][CH2:4][CH:3]([OH:34])[C:2]([CH3:35])([CH3:36])[CH3:1])=[C:7]([CH3:33])[CH:8]=1)[CH2:15][CH3:16])[CH3:14], predict the reactants needed to synthesize it. The reactants are: [CH3:1][C:2]([CH3:36])([CH3:35])[C:3](=[O:34])[CH2:4][O:5][C:6]1[CH:11]=[CH:10][C:9]([C:12]([C:17]2[S:21][C:20]3[CH:22]=[CH:23][C:24]([C:26]([NH:28][CH2:29][C:30]([OH:32])=[O:31])=[O:27])=[CH:25][C:19]=3[CH:18]=2)([CH2:15][CH3:16])[CH2:13][CH3:14])=[CH:8][C:7]=1[CH3:33].[BH4-].[Na+].